This data is from Reaction yield outcomes from USPTO patents with 853,638 reactions. The task is: Predict the reaction yield, written as a fraction of the theoretical maximum amount of product (1.0 means a 100% yield; for example, 0.34 means a 34% yield). The reactants are Cl.[CH3:2][O:3][C:4](=[O:17])[CH2:5][C:6]1[CH:11]=[CH:10][CH:9]=[C:8]([O:12][CH2:13][CH2:14][CH2:15][NH2:16])[CH:7]=1.[F:18][C:19]1[CH:24]=[CH:23][C:22]([CH:25]([C:28]2[CH:33]=[CH:32][C:31]([F:34])=[CH:30][CH:29]=2)[CH:26]=O)=[CH:21][CH:20]=1.C([O-])(=O)C.[Na+].C([BH3-])#N.[Na+]. The catalyst is CO.C(O)(=O)C. The product is [CH3:2][O:3][C:4](=[O:17])[CH2:5][C:6]1[CH:11]=[CH:10][CH:9]=[C:8]([O:12][CH2:13][CH2:14][CH2:15][NH:16][CH2:26][CH:25]([C:22]2[CH:23]=[CH:24][C:19]([F:18])=[CH:20][CH:21]=2)[C:28]2[CH:29]=[CH:30][C:31]([F:34])=[CH:32][CH:33]=2)[CH:7]=1. The yield is 0.420.